From a dataset of Peptide-MHC class I binding affinity with 185,985 pairs from IEDB/IMGT. Regression. Given a peptide amino acid sequence and an MHC pseudo amino acid sequence, predict their binding affinity value. This is MHC class I binding data. (1) The MHC is HLA-A02:01 with pseudo-sequence HLA-A02:01. The peptide sequence is DMAGYAGTL. The binding affinity (normalized) is 0.0847. (2) The peptide sequence is RLLPLLALLA. The MHC is HLA-A02:01 with pseudo-sequence HLA-A02:01. The binding affinity (normalized) is 0.338. (3) The peptide sequence is FLPNPAFIH. The MHC is HLA-A02:01 with pseudo-sequence HLA-A02:01. The binding affinity (normalized) is 0.293. (4) The peptide sequence is MEKTHNLMA. The MHC is HLA-B51:01 with pseudo-sequence HLA-B51:01. The binding affinity (normalized) is 0.0847. (5) The peptide sequence is RVEESRARL. The MHC is HLA-B08:02 with pseudo-sequence HLA-B08:02. The binding affinity (normalized) is 0.0847. (6) The peptide sequence is ASPVAQSYL. The MHC is HLA-B44:02 with pseudo-sequence HLA-B44:02. The binding affinity (normalized) is 0.341. (7) The peptide sequence is RPKPDYSAM. The MHC is HLA-A69:01 with pseudo-sequence HLA-A69:01. The binding affinity (normalized) is 0.0847. (8) The peptide sequence is SLTDPRLEPH. The MHC is HLA-A11:01 with pseudo-sequence HLA-A11:01. The binding affinity (normalized) is 0.0801. (9) The peptide sequence is FHEFLSSKL. The MHC is HLA-A31:01 with pseudo-sequence HLA-A31:01. The binding affinity (normalized) is 0.0847.